This data is from hERG Central: cardiac toxicity at 1µM, 10µM, and general inhibition. The task is: Predict hERG channel inhibition at various concentrations. (1) The drug is C/C(=N\NC(=O)c1cc(-c2ccncc2)nc2ccccc12)c1ccc(OC(F)F)cc1. Results: hERG_inhib (hERG inhibition (general)): blocker. (2) The compound is COc1ccc([C@H]2CC(=O)C=C(c3cccc(CO)c3)C2)cc1OC. Results: hERG_inhib (hERG inhibition (general)): blocker. (3) The compound is CCn1c(SCc2nc(-c3ccccc3)no2)nnc1-c1cccs1. Results: hERG_inhib (hERG inhibition (general)): blocker. (4) The molecule is COc1ccc(CNC(=O)c2cc3c(=O)n4ccccc4nc3n(CC3CCCO3)c2=N)cc1. Results: hERG_inhib (hERG inhibition (general)): blocker. (5) The molecule is COc1ccc(C(CNc2ncnc3sc(C)c(C)c23)N(C)C)cc1. Results: hERG_inhib (hERG inhibition (general)): blocker. (6) The molecule is CN(C)C1=NC[C@H](Cc2ccccc2)N1CCc1ccc(F)cc1. Results: hERG_inhib (hERG inhibition (general)): blocker. (7) The compound is CCCC(=O)Nc1c2c(nn1-c1cccc(Cl)c1)CS(=O)(=O)C2. Results: hERG_inhib (hERG inhibition (general)): blocker. (8) The compound is CCC(C)NCCCCOc1cc(C)cc(C(C)C)c1. Results: hERG_inhib (hERG inhibition (general)): blocker. (9) The compound is Cc1ccc(NC(=O)C2CCN(C(=O)[C@@H]3Cc4ccccc4CN3)CC2)cc1. Results: hERG_inhib (hERG inhibition (general)): blocker. (10) The molecule is COc1ccc(-c2nnc3sc(C4CCCCC4)nn23)cc1OC. Results: hERG_inhib (hERG inhibition (general)): blocker.